Task: Predict the reaction yield, written as a fraction of the theoretical maximum amount of product (1.0 means a 100% yield; for example, 0.34 means a 34% yield).. Dataset: Reaction yield outcomes from USPTO patents with 853,638 reactions (1) The reactants are N1C2C(=CC(O)=CC=2)C=N1.[NH:11]1[C:19]2[C:14](=[CH:15][C:16]([O:20][C@H:21]3[CH2:26][CH2:25][CH2:24][C@H:23]([N:27]4C(=O)C5C(=CC=CC=5)C4=O)[CH2:22]3)=[CH:17][CH:18]=2)[CH:13]=[N:12]1.C1(P(C2C=CC=CC=2)C2C=CC=CC=2)C=CC=CC=1.N(C(OCC1C=CC=CC=1)=O)=NC(OCC1C=CC=CC=1)=O.ClCCl.CN.C(O)C. The catalyst is O1CCCC1. The product is [NH:11]1[C:19]2[C:14](=[CH:15][C:16]([O:20][C@@H:21]3[CH2:26][CH2:25][CH2:24][C@H:23]([NH2:27])[CH2:22]3)=[CH:17][CH:18]=2)[CH:13]=[N:12]1. The yield is 0.290. (2) The yield is 0.780. The reactants are [CH3:1][N:2]1[C:7](=[O:8])[C:6]([NH:9][C:10]2[CH:15]=[CH:14][C:13]([N:16]3[CH2:21][CH2:20][N:19]([CH:22]4[CH2:25][O:24][CH2:23]4)[CH2:18][C@@H:17]3[CH3:26])=[CH:12][N:11]=2)=[CH:5][C:4]([C:27]2[C:32]([CH:33]=[O:34])=[C:31]([N:35]3[C:47](=[O:48])[C:39]4[CH:40]=[C:41]5[N:46]([C:38]=4[CH:37]=[N:36]3)[CH2:45][CH2:44][CH2:43][CH2:42]5)[N:30]=[CH:29][CH:28]=2)=[CH:3]1.[BH4-].[Na+]. The catalyst is CO. The product is [OH:34][CH2:33][C:32]1[C:31]([N:35]2[C:47](=[O:48])[C:39]3[CH:40]=[C:41]4[N:46]([C:38]=3[CH:37]=[N:36]2)[CH2:45][CH2:44][CH2:43][CH2:42]4)=[N:30][CH:29]=[CH:28][C:27]=1[C:4]1[CH:5]=[C:6]([NH:9][C:10]2[CH:15]=[CH:14][C:13]([N:16]3[CH2:21][CH2:20][N:19]([CH:22]4[CH2:23][O:24][CH2:25]4)[CH2:18][C@@H:17]3[CH3:26])=[CH:12][N:11]=2)[C:7](=[O:8])[N:2]([CH3:1])[CH:3]=1. (3) The reactants are Br[C:2]1[CH:3]=[C:4]([C:8]2([C:18]3[CH:23]=[CH:22][N:21]=[CH:20][C:19]=3[F:24])[C:16]3[C:11](=[CH:12][CH:13]=[CH:14][CH:15]=3)[C:10]([NH2:17])=[N:9]2)[CH:5]=[CH:6][CH:7]=1.[F:25][C:26]1[C:31]([O:32][CH3:33])=[CH:30][CH:29]=[CH:28][C:27]=1B(O)O. No catalyst specified. The product is [F:25][C:26]1[C:31]([O:32][CH3:33])=[CH:30][CH:29]=[CH:28][C:27]=1[C:2]1[CH:7]=[CH:6][CH:5]=[C:4]([C:8]2([C:18]3[CH:23]=[CH:22][N:21]=[CH:20][C:19]=3[F:24])[C:16]3[C:11](=[CH:12][CH:13]=[CH:14][CH:15]=3)[C:10]([NH2:17])=[N:9]2)[CH:3]=1. The yield is 0.690. (4) The reactants are [Cl:1][C:2]1[CH:8]=[C:7]([O:9][C:10]2[C:11]3[N:18]([CH3:19])[CH:17]=[CH:16][C:12]=3[N:13]=[CH:14][N:15]=2)[CH:6]=[CH:5][C:3]=1[NH2:4].[F:20][C:21]([F:33])([F:32])[S:22][C:23]1[CH:24]=[C:25]([N:29]=[C:30]=[O:31])[CH:26]=[CH:27][CH:28]=1.C(N(CC)CC)C. The catalyst is O1CCCC1. The product is [Cl:1][C:2]1[CH:8]=[C:7]([O:9][C:10]2[C:11]3[N:18]([CH3:19])[CH:17]=[CH:16][C:12]=3[N:13]=[CH:14][N:15]=2)[CH:6]=[CH:5][C:3]=1[NH:4][C:30]([NH:29][C:25]1[CH:26]=[CH:27][CH:28]=[C:23]([S:22][C:21]([F:32])([F:20])[F:33])[CH:24]=1)=[O:31]. The yield is 0.630. (5) The reactants are [CH:1]1([CH2:7][C@H:8]([N:17]2[CH2:25][C:24]3[C:19](=[CH:20][CH:21]=[CH:22][CH:23]=3)[C:18]2=[O:26])[C:9]([NH:11][C:12]2[S:13][CH:14]=[CH:15][N:16]=2)=[O:10])[CH2:6][CH2:5][CH2:4][CH2:3][CH2:2]1.[Br:27]N1C(=O)CCC1=O.C(OOC(=O)C1C=CC=CC=1)(=O)C1C=CC=CC=1. The catalyst is C(Cl)(Cl)(Cl)Cl. The product is [Br:27][C:14]1[S:13][C:12]([NH:11][C:9](=[O:10])[CH:8]([N:17]2[CH2:25][C:24]3[C:19](=[CH:20][CH:21]=[CH:22][CH:23]=3)[C:18]2=[O:26])[CH2:7][CH:1]2[CH2:6][CH2:5][CH2:4][CH2:3][CH2:2]2)=[N:16][CH:15]=1. The yield is 0.580.